This data is from Experimentally validated miRNA-target interactions with 360,000+ pairs, plus equal number of negative samples. The task is: Binary Classification. Given a miRNA mature sequence and a target amino acid sequence, predict their likelihood of interaction. (1) The miRNA is hsa-miR-26b-5p with sequence UUCAAGUAAUUCAGGAUAGGU. The protein sequence of the target gene is MSDKPDLSEVEKFDRSKLKKTNTEEKNTLPSKETIQQEKECVQTS. Result: 1 (interaction). (2) The miRNA is mmu-miR-3093-5p with sequence CGCACCCCGCGGAGCUCACACU. The protein sequence of the target gene is MSLDMKEHPDAEVQKNQVLTLEDWKEKWVTRHISFHQEQGHQLLKKHLDTFLKGQSGLRVFFPLCGKAIEMKWFADRGHTVVGVEISEIGIREFFAEQNLSYTEEPLAEIAGAKVFKSSSGSISLYCCSIFDLPRANIGKFDRIWDRGALVAINPGDHDRYADIILSLLRKEFQYLVAVLSYDPTKHAGPPFYVPSAELKRLFGTKCSMQCLEEVDALEERHKAWGLDYLFEKLYLLTEK. Result: 0 (no interaction).